This data is from Full USPTO retrosynthesis dataset with 1.9M reactions from patents (1976-2016). The task is: Predict the reactants needed to synthesize the given product. (1) Given the product [Br-:17].[CH2:10]([N:3]1[C:2]([Cl:1])=[C:6]([Cl:7])[N+:5]([CH2:10][C:11]2[CH:16]=[CH:15][CH:14]=[CH:13][CH:12]=2)=[CH:4]1)[C:11]1[CH:16]=[CH:15][CH:14]=[CH:13][CH:12]=1, predict the reactants needed to synthesize it. The reactants are: [Cl:1][C:2]1[N:3]=[CH:4][NH:5][C:6]=1[Cl:7].[OH-].[K+].[CH2:10]([Br:17])[C:11]1[CH:16]=[CH:15][CH:14]=[CH:13][CH:12]=1. (2) Given the product [Cl:1][C:2]1[C:7]([O:8][CH3:9])=[CH:6][C:5]([O:10][CH3:11])=[CH:4][C:3]=1[C:12]1[C:23](=[O:24])[N:22]([CH2:25][CH2:26][CH2:27][N:28]2[CH2:33][CH2:32][NH:31][CH2:30][CH2:29]2)[C:15]2[N:16]=[C:17]([NH:20][CH3:21])[N:18]=[CH:19][C:14]=2[CH:13]=1, predict the reactants needed to synthesize it. The reactants are: [Cl:1][C:2]1[C:7]([O:8][CH3:9])=[CH:6][C:5]([O:10][CH3:11])=[CH:4][C:3]=1[C:12]1[C:23](=[O:24])[N:22]([CH2:25][CH2:26][CH2:27][N:28]2[CH2:33][CH2:32][N:31](C(OC(C)(C)C)=O)[CH2:30][CH2:29]2)[C:15]2[N:16]=[C:17]([NH:20][CH3:21])[N:18]=[CH:19][C:14]=2[CH:13]=1.[OH-].[Na+]. (3) Given the product [F:21][C:18]1[CH:19]=[CH:20][C:15]([S:7][C:1]2[CH:6]=[CH:5][CH:4]=[CH:3][CH:2]=2)=[C:16]([N+:22]([O-:24])=[O:23])[CH:17]=1, predict the reactants needed to synthesize it. The reactants are: [C:1]1([SH:7])[CH:6]=[CH:5][CH:4]=[CH:3][CH:2]=1.C(=O)([O-])[O-].[K+].[K+].F[C:15]1[CH:20]=[CH:19][C:18]([F:21])=[CH:17][C:16]=1[N+:22]([O-:24])=[O:23].O. (4) Given the product [C:30]1([C:27]2[CH:26]=[CH:25][CH:24]=[CH:29][CH:28]=2)[CH:31]=[CH:32][C:33]([NH:36][C:37]([NH:1][CH2:2][CH2:3][CH2:4][CH2:5][N:6]2[CH2:7][CH2:8][CH:9]([C:12]3[CH:13]=[C:14]([NH:18][C:19](=[O:23])[CH:20]([CH3:21])[CH3:22])[CH:15]=[CH:16][CH:17]=3)[CH2:10][CH2:11]2)=[O:38])=[CH:34][CH:35]=1, predict the reactants needed to synthesize it. The reactants are: [NH2:1][CH2:2][CH2:3][CH2:4][CH2:5][N:6]1[CH2:11][CH2:10][CH:9]([C:12]2[CH:13]=[C:14]([NH:18][C:19](=[O:23])[CH:20]([CH3:22])[CH3:21])[CH:15]=[CH:16][CH:17]=2)[CH2:8][CH2:7]1.[CH:24]1[CH:29]=[CH:28][C:27]([C:30]2[CH:35]=[CH:34][C:33]([N:36]=[C:37]=[O:38])=[CH:32][CH:31]=2)=[CH:26][CH:25]=1. (5) Given the product [NH2:23][C@H:18]1[C@@H:19]([F:22])[CH2:20][O:21][C@H:15]([C:14]2[N:13]([CH3:31])[N:12]=[CH:11][C:10]=2[NH:9][C:7]([C:5]2[N:6]=[C:2]([C:36]3[C:35]([C:41]([F:44])([F:43])[F:42])=[N:34][N:33]([CH3:32])[CH:37]=3)[S:3][CH:4]=2)=[O:8])[CH2:16][CH2:17]1, predict the reactants needed to synthesize it. The reactants are: Br[C:2]1[S:3][CH:4]=[C:5]([C:7]([NH:9][C:10]2[CH:11]=[N:12][N:13]([CH3:31])[C:14]=2[C@H:15]2[O:21][CH2:20][C@H:19]([F:22])[C@H:18]([NH:23]C(=O)OC(C)(C)C)[CH2:17][CH2:16]2)=[O:8])[N:6]=1.[CH3:32][N:33]1[CH:37]=[C:36](B(O)O)[C:35]([C:41]([F:44])([F:43])[F:42])=[N:34]1. (6) The reactants are: [NH2:1][C:2]1([CH2:15][CH2:16]O)[CH2:7][CH2:6][N:5](C(OC(C)(C)C)=O)[CH2:4][CH2:3]1.N1C=CC=CC=1.C1(C)C=CC(S([Cl:33])(=O)=O)=CC=1.[NH4+].[Cl-:36].CC([O-])(C)C.[K+].[Na].N.[Mg]. Given the product [ClH:33].[ClH:36].[NH:1]1[C:2]2([CH2:7][CH2:6][NH:5][CH2:4][CH2:3]2)[CH2:15][CH2:16]1, predict the reactants needed to synthesize it.